This data is from Full USPTO retrosynthesis dataset with 1.9M reactions from patents (1976-2016). The task is: Predict the reactants needed to synthesize the given product. (1) Given the product [CH2:1]([O:3][C:4]([C:6]1[N:7]=[C:8]2[CH:13]=[CH:12][C:11]([N:16]3[CH2:21][CH2:20][NH:19][CH2:18][CH2:17]3)=[N:10][N:9]2[CH:15]=1)=[O:5])[CH3:2], predict the reactants needed to synthesize it. The reactants are: [CH2:1]([O:3][C:4]([C:6]1[N:7]=[C:8]2[CH:13]=[CH:12][C:11](Cl)=[N:10][N:9]2[CH:15]=1)=[O:5])[CH3:2].[NH:16]1[CH2:21][CH2:20][NH:19][CH2:18][CH2:17]1.C(=O)([O-])[O-].[K+].[K+]. (2) The reactants are: [NH2:1][C:2]1[CH:28]=[CH:27][C:5]([O:6][C:7]2[CH:12]=[CH:11][N:10]=[C:9]([NH:13][C:14]([N:16]3[CH2:21][CH2:20][CH:19]([N:22]4[CH2:26][CH2:25][CH2:24][CH2:23]4)[CH2:18][CH2:17]3)=[O:15])[CH:8]=2)=[CH:4][C:3]=1[F:29].[C@]12(CS(O)(=O)=O)C(C)(C)C(CC1)CC2=O.[C:45]1([CH2:51][C:52]([N:54]=[C:55]=[S:56])=[O:53])[CH:50]=[CH:49][CH:48]=[CH:47][CH:46]=1.C(OCC)C. Given the product [F:29][C:3]1[CH:4]=[C:5]([CH:27]=[CH:28][C:2]=1[NH:1][C:55]([NH:54][C:52](=[O:53])[CH2:51][C:45]1[CH:46]=[CH:47][CH:48]=[CH:49][CH:50]=1)=[S:56])[O:6][C:7]1[CH:12]=[CH:11][N:10]=[C:9]([NH:13][C:14]([N:16]2[CH2:21][CH2:20][CH:19]([N:22]3[CH2:26][CH2:25][CH2:24][CH2:23]3)[CH2:18][CH2:17]2)=[O:15])[CH:8]=1, predict the reactants needed to synthesize it. (3) Given the product [CH2:1]([O:8][C:9]1[C:10](=[O:26])[N:11]([CH3:25])[C:12]([CH:16]([OH:24])[CH2:17][C:18]2[CH:23]=[CH:22][CH:21]=[CH:20][CH:19]=2)=[C:13]([C:38]2[CH:37]=[C:36]([C:27]3[CH:32]=[CH:31][CH:30]=[CH:29][CH:28]=3)[CH:41]=[CH:40][CH:39]=2)[CH:14]=1)[C:2]1[CH:7]=[CH:6][CH:5]=[CH:4][CH:3]=1, predict the reactants needed to synthesize it. The reactants are: [CH2:1]([O:8][C:9]1[C:10](=[O:26])[N:11]([CH3:25])[C:12]([CH:16]([OH:24])[CH2:17][C:18]2[CH:23]=[CH:22][CH:21]=[CH:20][CH:19]=2)=[C:13](Br)[CH:14]=1)[C:2]1[CH:7]=[CH:6][CH:5]=[CH:4][CH:3]=1.[C:27]1([C:36]2[CH:41]=[CH:40][CH:39]=[CH:38][CH:37]=2)[CH:32]=[CH:31][CH:30]=[C:29](B(O)O)[CH:28]=1.C(=O)([O-])[O-].[Cs+].[Cs+].